Predict the reaction yield, written as a fraction of the theoretical maximum amount of product (1.0 means a 100% yield; for example, 0.34 means a 34% yield). From a dataset of Reaction yield outcomes from USPTO patents with 853,638 reactions. (1) The yield is 0.459. The reactants are Br[CH2:2][C:3]1[C:4]([CH2:21][CH2:22][CH2:23][CH2:24][C:25]([O:27][CH2:28][CH3:29])=[O:26])=[C:5]([C:14]2[CH:15]=[N:16][CH:17]=[C:18]([Br:20])[CH:19]=2)[C:6]2[N:7]([C:9]([CH2:12][CH3:13])=[CH:10][CH:11]=2)[N:8]=1.[C-:30]#[N:31].[K+]. The product is [Br:20][C:18]1[CH:19]=[C:14]([C:5]2[C:6]3[N:7]([C:9]([CH2:12][CH3:13])=[CH:10][CH:11]=3)[N:8]=[C:3]([CH2:2][C:30]#[N:31])[C:4]=2[CH2:21][CH2:22][CH2:23][CH2:24][C:25]([O:27][CH2:28][CH3:29])=[O:26])[CH:15]=[N:16][CH:17]=1. The catalyst is CN(C)C=O. (2) The reactants are [Br:1][CH2:2][C:3]1[C:13]([F:14])=[CH:12][C:6]([C:7]([O:9][CH2:10][CH3:11])=[O:8])=[CH:5][C:4]=1[Cl:15].[CH:16]1[CH:21]=[CH:20][C:19]([P:22]([C:29]2[CH:34]=[CH:33][CH:32]=[CH:31][CH:30]=2)[C:23]2[CH:28]=[CH:27][CH:26]=[CH:25][CH:24]=2)=[CH:18][CH:17]=1. The catalyst is C1(C)C=CC=CC=1. The product is [Br-:1].[Cl:15][C:4]1[CH:5]=[C:6]([C:7]([O:9][CH2:10][CH3:11])=[O:8])[CH:12]=[C:13]([F:14])[C:3]=1[CH2:2][P+:22]([C:23]1[CH:24]=[CH:25][CH:26]=[CH:27][CH:28]=1)([C:29]1[CH:34]=[CH:33][CH:32]=[CH:31][CH:30]=1)[C:19]1[CH:18]=[CH:17][CH:16]=[CH:21][CH:20]=1. The yield is 0.860. (3) The reactants are [Na].[C:2]([O:10]CC)(=O)[CH2:3][C:4]([O:6]CC)=O.Br[CH:14]([CH3:16])[CH3:15].[NH2:17][C:18]([NH2:20])=[O:19]. The catalyst is C(O)C.CO.O.Cl. The product is [CH:14]([CH:3]1[C:2](=[O:10])[NH:20][C:18](=[O:19])[NH:17][C:4]1=[O:6])([CH3:16])[CH3:15]. The yield is 0.430. (4) The reactants are [N:1]1([CH2:7][CH2:8][O:9][C:10]2[CH:15]=[CH:14][C:13]([NH2:16])=[CH:12][CH:11]=2)[CH2:6][CH2:5][CH2:4][CH2:3][CH2:2]1.[F:17][C:18]1[CH:26]=[CH:25][CH:24]=[C:23]2[C:19]=1[C:20](=[CH:28]O)[C:21](=[O:27])[NH:22]2. No catalyst specified. The product is [F:17][C:18]1[CH:26]=[CH:25][CH:24]=[C:23]2[C:19]=1[C:20](=[CH:28][NH:16][C:13]1[CH:12]=[CH:11][C:10]([O:9][CH2:8][CH2:7][N:1]3[CH2:2][CH2:3][CH2:4][CH2:5][CH2:6]3)=[CH:15][CH:14]=1)[C:21](=[O:27])[NH:22]2. The yield is 0.630. (5) The catalyst is O1CCOCC1.C1C=CC(/C=C/C(/C=C/C2C=CC=CC=2)=O)=CC=1.C1C=CC(/C=C/C(/C=C/C2C=CC=CC=2)=O)=CC=1.C1C=CC(/C=C/C(/C=C/C2C=CC=CC=2)=O)=CC=1.[Pd].[Pd]. The product is [CH3:48][O:47][C:45]1[CH:46]=[CH:39][C:40]([C:41]#[N:42])=[C:43]([B:28]2[O:29][C:30]([CH3:35])([CH3:36])[C:31]([CH3:33])([CH3:34])[O:32]2)[CH:44]=1. The yield is 0.770. The reactants are C1(P(C2CCCCC2)C2CCCCC2)CCCCC1.[CH3:35][C:30]1([CH3:36])[C:31]([CH3:34])([CH3:33])[O:32][B:28]([B:28]2[O:32][C:31]([CH3:34])([CH3:33])[C:30]([CH3:36])([CH3:35])[O:29]2)[O:29]1.Cl[C:39]1[CH:46]=[C:45]([O:47][CH3:48])[CH:44]=[CH:43][C:40]=1[C:41]#[N:42]. (6) The reactants are [CH2:1]([NH:3][C:4]([NH:6][C:7]1[CH:8]=[C:9]([CH:11]=[CH:12][CH:13]=1)[NH2:10])=[O:5])[CH3:2].Cl[C:15]1[N:20]=[C:19](Cl)[C:18]([F:22])=[CH:17][N:16]=1. No catalyst specified. The product is [CH2:1]([NH:3][C:4]([NH:6][C:7]1[CH:8]=[C:9]([NH:10][C:15]2[N:20]=[C:19]([NH:10][C:9]3[CH:11]=[CH:12][CH:13]=[C:7]([NH:6][C:4]([NH:3][CH2:1][CH3:2])=[O:5])[CH:8]=3)[C:18]([F:22])=[CH:17][N:16]=2)[CH:11]=[CH:12][CH:13]=1)=[O:5])[CH3:2]. The yield is 0.660.